This data is from NCI-60 drug combinations with 297,098 pairs across 59 cell lines. The task is: Regression. Given two drug SMILES strings and cell line genomic features, predict the synergy score measuring deviation from expected non-interaction effect. (1) Drug 1: CCC1=CC2CC(C3=C(CN(C2)C1)C4=CC=CC=C4N3)(C5=C(C=C6C(=C5)C78CCN9C7C(C=CC9)(C(C(C8N6C)(C(=O)OC)O)OC(=O)C)CC)OC)C(=O)OC.C(C(C(=O)O)O)(C(=O)O)O. Drug 2: CC1=CC2C(CCC3(C2CCC3(C(=O)C)OC(=O)C)C)C4(C1=CC(=O)CC4)C. Cell line: MDA-MB-435. Synergy scores: CSS=49.9, Synergy_ZIP=1.65, Synergy_Bliss=-2.20, Synergy_Loewe=-41.7, Synergy_HSA=-4.48. (2) Drug 1: CN1CCC(CC1)COC2=C(C=C3C(=C2)N=CN=C3NC4=C(C=C(C=C4)Br)F)OC. Drug 2: CC(C1=C(C=CC(=C1Cl)F)Cl)OC2=C(N=CC(=C2)C3=CN(N=C3)C4CCNCC4)N. Cell line: BT-549. Synergy scores: CSS=-3.59, Synergy_ZIP=2.76, Synergy_Bliss=6.29, Synergy_Loewe=0.108, Synergy_HSA=1.35. (3) Drug 1: CCCS(=O)(=O)NC1=C(C(=C(C=C1)F)C(=O)C2=CNC3=C2C=C(C=N3)C4=CC=C(C=C4)Cl)F. Drug 2: COC1=C(C=C2C(=C1)N=CN=C2NC3=CC(=C(C=C3)F)Cl)OCCCN4CCOCC4. Cell line: T-47D. Synergy scores: CSS=30.5, Synergy_ZIP=1.05, Synergy_Bliss=8.80, Synergy_Loewe=5.45, Synergy_HSA=8.52.